From a dataset of Forward reaction prediction with 1.9M reactions from USPTO patents (1976-2016). Predict the product of the given reaction. (1) Given the reactants [NH2:1][C:2]1[N:6]([C:7]2[CH:12]=[CH:11][CH:10]=[CH:9][CH:8]=2)[N:5]=[C:4]([CH:13]2[CH2:18][CH2:17][N:16]([C:19]([O:21][C:22]([CH3:25])([CH3:24])[CH3:23])=[O:20])[CH2:15][CH2:14]2)[C:3]=1[CH3:26].C1(C2C=CC([CH2:36][O:37]C)=CC=2CN)CC1.[CH3:41][O:42][CH2:43][C:44]1[CH:45]=[CH:46][C:47]([O:52][C:53]([F:56])([F:55])[F:54])=[C:48]([CH2:50][NH2:51])[CH:49]=1, predict the reaction product. The product is: [CH3:41][O:42][CH2:43][C:44]1[CH:45]=[CH:46][C:47]([O:52][C:53]([F:54])([F:55])[F:56])=[C:48]([CH:49]=1)[CH2:50][NH:51][C:36](=[O:37])[NH:1][C:2]1[N:6]([C:7]2[CH:12]=[CH:11][CH:10]=[CH:9][CH:8]=2)[N:5]=[C:4]([CH:13]2[CH2:18][CH2:17][N:16]([C:19]([O:21][C:22]([CH3:23])([CH3:25])[CH3:24])=[O:20])[CH2:15][CH2:14]2)[C:3]=1[CH3:26]. (2) Given the reactants [CH2:1]([C:3]1[CH:11]=[CH:10][C:9]2[NH:12][CH2:13][C:14](=[O:16])[CH2:15][N:7]3[C:8]=2[C:4]=1[CH:5]=[C:6]3[C:17]([O:19]C)=[O:18])[CH3:2].[OH-].[Na+], predict the reaction product. The product is: [CH2:1]([C:3]1[CH:11]=[CH:10][C:9]2[NH:12][CH2:13][C:14](=[O:16])[CH2:15][N:7]3[C:8]=2[C:4]=1[CH:5]=[C:6]3[C:17]([OH:19])=[O:18])[CH3:2]. (3) Given the reactants [Cl:1][C:2]1[CH:7]=[CH:6][C:5]([OH:8])=[C:4]([I:9])[CH:3]=1.[O:10]1[CH2:12][C@@H:11]1[CH2:13]O, predict the reaction product. The product is: [Cl:1][C:2]1[CH:7]=[CH:6][C:5]([O:8][CH2:13][C@H:11]2[CH2:12][O:10]2)=[C:4]([I:9])[CH:3]=1.